Dataset: TCR-epitope binding with 47,182 pairs between 192 epitopes and 23,139 TCRs. Task: Binary Classification. Given a T-cell receptor sequence (or CDR3 region) and an epitope sequence, predict whether binding occurs between them. The epitope is KRWIIMGLNK. The TCR CDR3 sequence is CASSLRGGNTDTQYF. Result: 1 (the TCR binds to the epitope).